The task is: Predict the reaction yield, written as a fraction of the theoretical maximum amount of product (1.0 means a 100% yield; for example, 0.34 means a 34% yield).. This data is from Reaction yield outcomes from USPTO patents with 853,638 reactions. (1) The reactants are [CH:1]1[C:6]2[CH2:7][CH2:8][CH2:9][CH2:10][CH:11]([CH2:12][CH:13]=[CH:14][C:15]([O:17][CH2:18][CH3:19])=[O:16])[C:5]=2[CH:4]=[CH:3][CH:2]=1. The catalyst is C(OCC)(=O)C.[Pd]. The product is [CH:1]1[C:6]2[CH2:7][CH2:8][CH2:9][CH2:10][CH:11]([CH2:12][CH2:13][CH2:14][C:15]([O:17][CH2:18][CH3:19])=[O:16])[C:5]=2[CH:4]=[CH:3][CH:2]=1. The yield is 0.970. (2) The reactants are [Cl:1][C:2]1[CH:10]=[CH:9][CH:8]=[C:7]2[C:3]=1[CH:4]=[N:5][NH:6]2.[O:11]1[CH:16]=[CH:15][CH2:14][CH2:13][CH2:12]1. The catalyst is C1(C)C=CC(S([O-])(=O)=O)=CC=1.[NH+]1C=CC=CC=1.C(Cl)Cl. The product is [Cl:1][C:2]1[CH:10]=[CH:9][CH:8]=[C:7]2[C:3]=1[CH:4]=[N:5][N:6]2[CH:12]1[CH2:13][CH2:14][CH2:15][CH2:16][O:11]1. The yield is 0.950.